Dataset: Forward reaction prediction with 1.9M reactions from USPTO patents (1976-2016). Task: Predict the product of the given reaction. (1) Given the reactants [Cl:1][C:2]1[CH:7]=[C:6]([OH:8])[CH:5]=[CH:4][C:3]=1[CH:9]([CH3:27])[C:10]([C:16]1[CH:17]=[CH:18][C:19]2[O:23][C:22](=[O:24])[N:21]([CH3:25])[C:20]=2[CH:26]=1)([OH:15])[C:11]([F:14])([F:13])[F:12].C(N(CC)CC)C.[F:35][C:36]([F:49])([F:48])[S:37](O[S:37]([C:36]([F:49])([F:48])[F:35])(=[O:39])=[O:38])(=[O:39])=[O:38].O, predict the reaction product. The product is: [Cl:1][C:2]1[CH:7]=[C:6]([O:8][S:37]([C:36]([F:49])([F:48])[F:35])(=[O:39])=[O:38])[CH:5]=[CH:4][C:3]=1[CH:9]([CH3:27])[C:10]([OH:15])([C:16]1[CH:17]=[CH:18][C:19]2[O:23][C:22](=[O:24])[N:21]([CH3:25])[C:20]=2[CH:26]=1)[C:11]([F:12])([F:13])[F:14]. (2) Given the reactants FC(F)(F)C1C=C(NC(=O)NC2C=CC(C3SC(CCC(O)=O)=NC=3)=CC=2)C=CC=1.[F:31][C:32]1([F:61])[CH2:37][CH2:36][N:35]([C:38]([NH:40][C:41]2[CH:46]=[CH:45][C:44]([C:47]3[S:51][C:50]([CH2:52][CH2:53][C:54]([CH3:60])([CH3:59])[C:55]([O:57]C)=[O:56])=[N:49][CH:48]=3)=[CH:43][CH:42]=2)=[O:39])[CH2:34][CH2:33]1, predict the reaction product. The product is: [F:61][C:32]1([F:31])[CH2:37][CH2:36][N:35]([C:38]([NH:40][C:41]2[CH:46]=[CH:45][C:44]([C:47]3[S:51][C:50]([CH2:52][CH2:53][C:54]([CH3:59])([CH3:60])[C:55]([OH:57])=[O:56])=[N:49][CH:48]=3)=[CH:43][CH:42]=2)=[O:39])[CH2:34][CH2:33]1.